Dataset: Full USPTO retrosynthesis dataset with 1.9M reactions from patents (1976-2016). Task: Predict the reactants needed to synthesize the given product. (1) Given the product [Br:7][C:8]1[C:12]([F:13])=[CH:11][N:10]([C:15]2[CH:16]=[C:17]([C:21]([F:24])([F:23])[F:22])[N:18]=[N:19][CH:20]=2)[N:9]=1, predict the reactants needed to synthesize it. The reactants are: CC(C)([O-])C.[K+].[Br:7][C:8]1[C:12]([F:13])=[CH:11][NH:10][N:9]=1.Cl[C:15]1[CH:16]=[C:17]([C:21]([F:24])([F:23])[F:22])[N:18]=[N:19][CH:20]=1.C(O)=O. (2) Given the product [Cl:5][C:6]1[CH:11]=[C:10]([Cl:12])[CH:9]=[CH:8][C:7]=1[C@@H:13]([CH3:27])[C@:14]([C:20]1[CH:25]=[N:24][CH:23]=[C:22]([CH3:26])[N:21]=1)([OH:19])[C:15]([F:18])([F:16])[F:17], predict the reactants needed to synthesize it. The reactants are: C(O)(C)C.[Cl:5][C:6]1[CH:11]=[C:10]([Cl:12])[CH:9]=[CH:8][C:7]=1[CH:13]([CH3:27])[C:14]([C:20]1[CH:25]=[N:24][CH:23]=[C:22]([CH3:26])[N:21]=1)([OH:19])[C:15]([F:18])([F:17])[F:16]. (3) The reactants are: [F:1][C:2]([F:20])([F:19])[C:3](O)=[CH:4][C:5]([C:7]1[CH:17]=[CH:16][C:10]2[O:11][CH2:12][C:13](=[O:15])[NH:14][C:9]=2[CH:8]=1)=O.Cl.Cl.[CH2:23]([NH:30][NH2:31])[C:24]1[CH:29]=[CH:28][CH:27]=[CH:26][CH:25]=1. Given the product [CH2:23]([N:30]1[C:5]([C:7]2[CH:17]=[CH:16][C:10]3[O:11][CH2:12][C:13](=[O:15])[NH:14][C:9]=3[CH:8]=2)=[CH:4][C:3]([C:2]([F:20])([F:19])[F:1])=[N:31]1)[C:24]1[CH:29]=[CH:28][CH:27]=[CH:26][CH:25]=1, predict the reactants needed to synthesize it. (4) Given the product [Br:1][C:2]1[CH:11]=[C:10]2[C:5]([C:6]([CH3:15])([CH3:16])[CH2:7][CH:8]=[C:9]2[CH:12]([CH3:13])[CH3:14])=[CH:4][C:3]=1[O:17][CH2:25][CH2:26][CH3:27], predict the reactants needed to synthesize it. The reactants are: [Br:1][C:2]1[CH:11]=[C:10]2[C:5]([C:6]([CH3:16])([CH3:15])[CH2:7][CH:8]=[C:9]2[CH:12]([CH3:14])[CH3:13])=[CH:4][C:3]=1[OH:17].C(=O)([O-])[O-].[K+].[K+].I[CH2:25][CH2:26][CH3:27]. (5) Given the product [Br:1][CH:2]1[CH2:8][CH2:7][CH2:6][CH2:5][N:4]([CH2:13][C:14]2[CH:19]=[CH:18][C:17]([O:20][CH3:21])=[CH:16][CH:15]=2)[C:3]1=[O:9], predict the reactants needed to synthesize it. The reactants are: [Br:1][CH:2]1[CH2:8][CH2:7][CH2:6][CH2:5][NH:4][C:3]1=[O:9].[H-].[Na+].Br[CH2:13][C:14]1[CH:19]=[CH:18][C:17]([O:20][CH3:21])=[CH:16][CH:15]=1.